This data is from Reaction yield outcomes from USPTO patents with 853,638 reactions. The task is: Predict the reaction yield, written as a fraction of the theoretical maximum amount of product (1.0 means a 100% yield; for example, 0.34 means a 34% yield). (1) The reactants are C(N(CC)CC)C.[C:8](Cl)(=[O:18])[C:9]1[CH:17]=[CH:16][C:15]2[O:14][CH2:13][O:12][C:11]=2[CH:10]=1.[CH2:20]([O:27][C:28]1[C:29]([CH3:37])=[C:30]([CH3:36])[C:31]([NH2:35])=[N:32][C:33]=1[CH3:34])[C:21]1[CH:26]=[CH:25][CH:24]=[CH:23][CH:22]=1. The catalyst is C(Cl)Cl. The product is [CH2:20]([O:27][C:28]1[C:29]([CH3:37])=[C:30]([CH3:36])[C:31]([NH:35][C:8]([C:9]2[CH:17]=[CH:16][C:15]3[O:14][CH2:13][O:12][C:11]=3[CH:10]=2)=[O:18])=[N:32][C:33]=1[CH3:34])[C:21]1[CH:22]=[CH:23][CH:24]=[CH:25][CH:26]=1. The yield is 0.730. (2) The reactants are [CH2:1]([S:5]([N:8]([CH2:22][CH:23]=C)[C:9]1[CH:10]=[C:11]([CH:16]=[C:17]([CH2:19][CH2:20][CH3:21])[CH:18]=1)[C:12]([O:14][CH3:15])=[O:13])(=[O:7])=[O:6])[CH2:2][CH:3]=C. The catalyst is C(Cl)Cl.C1(P([Ru-2](Cl)(Cl)(P(C2CCCCC2)(C2CCCCC2)C2CCCCC2)=CC2C=CC=CC=2)(C2CCCCC2)C2CCCCC2)CCCCC1. The product is [O:6]=[S:5]1(=[O:7])[CH2:1][CH2:2][CH:3]=[CH:23][CH2:22][N:8]1[C:9]1[CH:10]=[C:11]([CH:16]=[C:17]([CH2:19][CH2:20][CH3:21])[CH:18]=1)[C:12]([O:14][CH3:15])=[O:13]. The yield is 0.760.